Predict the reactants needed to synthesize the given product. From a dataset of Full USPTO retrosynthesis dataset with 1.9M reactions from patents (1976-2016). (1) Given the product [ClH:1].[Br:24][C:25]1[C:26]([C@@H:33]([NH2:43])[CH2:34][C:35]2[CH:40]=[C:39]([F:41])[CH:38]=[C:37]([F:42])[CH:36]=2)=[N:27][C:28]([S:31][CH3:32])=[N:29][CH:30]=1, predict the reactants needed to synthesize it. The reactants are: [ClH:1].NC(C1N=C(NC(=O)C)C=CC=1Br)CC1C=C(F)C=C(F)C=1.[Br:24][C:25]1[C:26]([C@@H:33]([NH:43][S@](C(C)(C)C)=O)[CH2:34][C:35]2[CH:40]=[C:39]([F:41])[CH:38]=[C:37]([F:42])[CH:36]=2)=[N:27][C:28]([S:31][CH3:32])=[N:29][CH:30]=1. (2) The reactants are: [CH3:1][O:2][C:3]1[CH:8]=[CH:7][CH:6]=[CH:5][C:4]=1[C:9]1[NH:10][C:11]2[C:16]([CH:17]=1)=[CH:15][C:14]([CH:18]1[CH2:23][CH2:22][NH:21][CH2:20][CH2:19]1)=[CH:13][CH:12]=2.O=[C:25]1[CH2:29][CH2:28][N:27](C(OC(C)(C)C)=O)[CH2:26]1.[Na].C(O)(=O)C. Given the product [CH3:1][O:2][C:3]1[CH:8]=[CH:7][CH:6]=[CH:5][C:4]=1[C:9]1[NH:10][C:11]2[C:16]([CH:17]=1)=[CH:15][C:14]([CH:18]1[CH2:23][CH2:22][N:21]([CH:25]3[CH2:29][CH2:28][NH:27][CH2:26]3)[CH2:20][CH2:19]1)=[CH:13][CH:12]=2, predict the reactants needed to synthesize it.